This data is from Catalyst prediction with 721,799 reactions and 888 catalyst types from USPTO. The task is: Predict which catalyst facilitates the given reaction. (1) The catalyst class is: 18. Product: [C:65]([C:60]1[CH:61]=[CH:62][CH:63]=[CH:64][C:59]=1[O:58][CH:55]1[CH2:56][CH2:57][N:52]([C:25](=[O:27])[CH2:24][NH:23][C:21]([C:18]2[CH:17]=[C:16]([C:10]3[CH:11]=[CH:12][CH:13]=[CH:14][CH:15]=3)[NH:20][N:19]=2)=[O:22])[CH2:53][CH2:54]1)(=[O:67])[CH3:66]. Reactant: CCN(C(C)C)C(C)C.[C:10]1([C:16]2[NH:20][N:19]=[C:18]([C:21]([NH:23][CH2:24][C:25]([OH:27])=O)=[O:22])[CH:17]=2)[CH:15]=[CH:14][CH:13]=[CH:12][CH:11]=1.C1C=CC2N(O)N=NC=2C=1.CCN=C=NCCCN(C)C.Cl.Cl.Cl.[NH:52]1[CH2:57][CH2:56][CH:55]([O:58][C:59]2[CH:64]=[CH:63][CH:62]=[CH:61][C:60]=2[C:65](=[O:67])[CH3:66])[CH2:54][CH2:53]1. (2) Reactant: [I:1]I.C1(P(C2C=CC=CC=2)C2C=CC=CC=2)C=CC=CC=1.N1C=CC=CC=1.OCCC1C=C2C(CCN(C(O)=O)C2)=CC=1.[C:44]([O:48][C:49]([N:51]1[CH2:60][CH2:59][C:58]2[C:53](=[CH:54][C:55]([CH2:61][CH2:62]O)=[CH:56][CH:57]=2)[CH2:52]1)=[O:50])([CH3:47])([CH3:46])[CH3:45]. Product: [C:44]([O:48][C:49]([N:51]1[CH2:60][CH2:59][C:58]2[C:53](=[CH:54][C:55]([CH2:61][CH2:62][I:1])=[CH:56][CH:57]=2)[CH2:52]1)=[O:50])([CH3:47])([CH3:46])[CH3:45]. The catalyst class is: 11. (3) Reactant: [F:1][C:2]1[C:18]([F:19])=[CH:17][C:16]([F:20])=[C:15]([F:21])[C:3]=1[CH2:4][O:5][CH2:6][C:7]1[O:11][N:10]=[C:9]([C:12]([OH:14])=O)[CH:8]=1.Cl.[O:23]1[CH2:27][CH2:26][CH:25]([CH2:28][NH2:29])[CH2:24]1.C(N(CC)CC)C.ON1C2C=CC=CC=2N=N1.Cl.C(N=C=NCCCN(C)C)C. Product: [O:23]1[CH2:27][CH2:26][CH:25]([CH2:28][NH:29][C:12]([C:9]2[CH:8]=[C:7]([CH2:6][O:5][CH2:4][C:3]3[C:15]([F:21])=[C:16]([F:20])[CH:17]=[C:18]([F:19])[C:2]=3[F:1])[O:11][N:10]=2)=[O:14])[CH2:24]1. The catalyst class is: 22. (4) Reactant: [Br:1][C:2]1[C:3]([O:30]COC)=[CH:4][C:5]([O:26]COC)=[C:6]([C:8]2[N:9]([C:14]3[CH:19]=[CH:18][C:17]([N:20]4[CH2:25][CH2:24][O:23][CH2:22][CH2:21]4)=[CH:16][CH:15]=3)[C:10](=[S:13])[NH:11][N:12]=2)[CH:7]=1.Cl.[OH-].[Na+]. Product: [Br:1][C:2]1[CH:7]=[C:6]([C:8]2[N:9]([C:14]3[CH:19]=[CH:18][C:17]([N:20]4[CH2:25][CH2:24][O:23][CH2:22][CH2:21]4)=[CH:16][CH:15]=3)[C:10]([SH:13])=[N:11][N:12]=2)[C:5]([OH:26])=[CH:4][C:3]=1[OH:30]. The catalyst class is: 8. (5) Reactant: C([O:8][C:9]1[CH:14]=[CH:13][C:12]([C:15]2[C:23]3[C:18](=[N:19][CH:20]=[N:21][C:22]=3[NH2:24])[N:17]([C@H:25]3[CH2:30][CH2:29][C@@H:28]([N:31]4[CH2:36][CH2:35][N:34]([CH3:37])[CH2:33][CH2:32]4)[CH2:27][CH2:26]3)[N:16]=2)=[CH:11][CH:10]=1)C1C=CC=CC=1.C([O-])=O.[NH4+]. Product: [NH2:24][C:22]1[N:21]=[CH:20][N:19]=[C:18]2[N:17]([C@H:25]3[CH2:30][CH2:29][C@@H:28]([N:31]4[CH2:32][CH2:33][N:34]([CH3:37])[CH2:35][CH2:36]4)[CH2:27][CH2:26]3)[N:16]=[C:15]([C:12]3[CH:13]=[CH:14][C:9]([OH:8])=[CH:10][CH:11]=3)[C:23]=12. The catalyst class is: 29. (6) Reactant: C1(P(C2C=CC=CC=2)C2C=CC=CC=2)C=CC=CC=1.CC(OC(/N=N/C(OC(C)C)=O)=O)C.[F:34][C@H:35]1[C@@H:40]([OH:41])[CH2:39][CH2:38][N:37]([C:42]([O:44][CH2:45][C:46]2[CH:51]=[CH:50][CH:49]=[CH:48][CH:47]=2)=[O:43])[CH2:36]1.[N+:52]([C:55]1[CH:63]=[CH:62][C:58]([C:59](O)=O)=[CH:57][CH:56]=1)([O-:54])=[O:53]. Product: [F:34][C@H:35]1[C@H:40]([O:41][CH2:59][C:58]2[CH:62]=[CH:63][C:55]([N+:52]([O-:54])=[O:53])=[CH:56][CH:57]=2)[CH2:39][CH2:38][N:37]([C:42]([O:44][CH2:45][C:46]2[CH:51]=[CH:50][CH:49]=[CH:48][CH:47]=2)=[O:43])[CH2:36]1. The catalyst class is: 1. (7) Reactant: [C:1]([C:9]1[N:10]2[C:14](=[CH:15][CH:16]=1)[CH:13]([C:17](Cl)=[O:18])[CH2:12][CH2:11]2)(=[O:8])[C:2]1[CH:7]=[CH:6][CH:5]=[CH:4][CH:3]=1.[CH3:20][N:21]([CH3:31])[C:22]1[CH:27]=[CH:26][C:25]([CH2:28][CH2:29][OH:30])=[CH:24][CH:23]=1. Product: [C:1]([C:9]1[N:10]2[C:14](=[CH:15][CH:16]=1)[CH:13]([C:17]([O:30][CH2:29][CH2:28][C:25]1[CH:26]=[CH:27][C:22]([N:21]([CH3:20])[CH3:31])=[CH:23][CH:24]=1)=[O:18])[CH2:12][CH2:11]2)(=[O:8])[C:2]1[CH:3]=[CH:4][CH:5]=[CH:6][CH:7]=1. The catalyst class is: 272. (8) Reactant: [C:1]([C:3]1[CH:8]=[CH:7][CH:6]=[C:5]([S:9][C:10]2[N:11]([CH3:15])[CH:12]=[CH:13][N:14]=2)[N:4]=1)#[N:2].[C:16](OC)(=[O:24])[C:17]1[C:18](=[CH:20][CH:21]=[CH:22][CH:23]=1)[SH:19].C(N(CC)CC)C. Product: [CH3:15][N:11]1[CH:12]=[CH:13][N:14]=[C:10]1[S:9][C:5]1[N:4]=[C:3]([C:1]2[S:19][C:18]3[CH:20]=[CH:21][CH:22]=[CH:23][C:17]=3[C:16](=[O:24])[N:2]=2)[CH:8]=[CH:7][CH:6]=1. The catalyst class is: 11. (9) Reactant: [Cl:1][C:2]1[C:3]2[C:10]([CH3:11])=[CH:9][NH:8][C:4]=2[N:5]=[CH:6][N:7]=1.CN(C)C=O.[H-].[Na+].[C:19]1([S:25](Cl)(=[O:27])=[O:26])[CH:24]=[CH:23][CH:22]=[CH:21][CH:20]=1. Product: [Cl:1][C:2]1[C:3]2[C:10]([CH3:11])=[CH:9][N:8]([S:25]([C:19]3[CH:24]=[CH:23][CH:22]=[CH:21][CH:20]=3)(=[O:27])=[O:26])[C:4]=2[N:5]=[CH:6][N:7]=1. The catalyst class is: 6. (10) The catalyst class is: 46. Reactant: [NH:1]1[C:9]2[C:4](=[CH:5][C:6]([NH2:10])=[CH:7][CH:8]=2)[CH:3]=[CH:2]1.C(N(CC)CC)C.[C:18](Cl)(=[O:23])[C:19]([CH3:22])([CH3:21])[CH3:20]. Product: [NH:1]1[C:9]2[C:4](=[CH:5][C:6]([NH:10][C:18](=[O:23])[C:19]([CH3:22])([CH3:21])[CH3:20])=[CH:7][CH:8]=2)[CH:3]=[CH:2]1.